Dataset: Catalyst prediction with 721,799 reactions and 888 catalyst types from USPTO. Task: Predict which catalyst facilitates the given reaction. (1) Reactant: [F:1][C:2]1[CH:19]=[CH:18][C:5]([CH2:6][CH:7]2[CH2:13][N:12]([CH2:14][CH2:15][CH2:16][NH2:17])[CH2:11][CH2:10][CH2:9][O:8]2)=[CH:4][CH:3]=1.C(N(CC)CC)C.[Cl:27][C:28]1[CH:33]=[CH:32][CH:31]=[C:30]([Cl:34])[C:29]=1[S:35](Cl)(=[O:37])=[O:36]. Product: [Cl:27][C:28]1[CH:33]=[CH:32][CH:31]=[C:30]([Cl:34])[C:29]=1[S:35]([NH:17][CH2:16][CH2:15][CH2:14][N:12]1[CH2:11][CH2:10][CH2:9][O:8][CH:7]([CH2:6][C:5]2[CH:4]=[CH:3][C:2]([F:1])=[CH:19][CH:18]=2)[CH2:13]1)(=[O:37])=[O:36]. The catalyst class is: 1. (2) Reactant: C[O:2][C:3]([CH:5]1[CH2:10][CH2:9][CH:8]([CH2:11][NH:12][C:13]([C:15]2[N:16]([CH3:39])[CH:17]=[C:18]([NH:20][C:21]([C:23]3[C:24]([C:29]4[CH:34]=[CH:33][C:32]([C:35]([F:38])([F:37])[F:36])=[CH:31][CH:30]=4)=[CH:25][CH:26]=[CH:27][CH:28]=3)=[O:22])[CH:19]=2)=[O:14])[CH2:7][CH2:6]1)=[O:4].[OH-].[Na+].ClCCl.C(O)C. Product: [OH:4][C:3]([CH:5]1[CH2:10][CH2:9][CH:8]([CH2:11][NH:12][C:13]([C:15]2[N:16]([CH3:39])[CH:17]=[C:18]([NH:20][C:21]([C:23]3[C:24]([C:29]4[CH:30]=[CH:31][C:32]([C:35]([F:37])([F:36])[F:38])=[CH:33][CH:34]=4)=[CH:25][CH:26]=[CH:27][CH:28]=3)=[O:22])[CH:19]=2)=[O:14])[CH2:7][CH2:6]1)=[O:2]. The catalyst class is: 5. (3) Reactant: [F:1][C:2]([F:20])([F:19])[S:3]([O:6][C:7]1[CH:8]=[C:9]2[C:14](=[CH:15][CH:16]=1)[C:13]([CH3:18])([CH3:17])[O:12][CH2:11][CH2:10]2)(=[O:5])=[O:4].C([O:25]O)(C)(C)C. Product: [F:20][C:2]([F:1])([F:19])[S:3]([O:6][C:7]1[CH:8]=[C:9]2[C:14](=[CH:15][CH:16]=1)[C:13]([CH3:18])([CH3:17])[O:12][CH2:11][C:10]2=[O:25])(=[O:5])=[O:4]. The catalyst class is: 10. (4) Reactant: N1C(C)=CC=CC=1C.[Cl:9][C:10]1[CH:11]=[CH:12][C:13]([F:45])=[C:14]([C:16]2[CH:21]=[CH:20][C:19]([CH2:22][N:23]([CH2:39][C@@H:40]([OH:44])[C:41]([OH:43])=[O:42])[NH:24][C:25]([C:27]3[O:31][N:30]=[C:29]([C:32]4[CH:37]=[CH:36][CH:35]=[CH:34][C:33]=4[F:38])[CH:28]=3)=[O:26])=[CH:18][CH:17]=2)[CH:15]=1.[CH2:46]([O:48][C:49](=[O:53])[O:50][CH2:51]Cl)[CH3:47].[Na+].[I-]. Product: [CH2:46]([O:48][C:49]([O:50][CH2:51][O:42][C:41](=[O:43])[C@H:40]([OH:44])[CH2:39][N:23]([CH2:22][C:19]1[CH:20]=[CH:21][C:16]([C:14]2[CH:15]=[C:10]([Cl:9])[CH:11]=[CH:12][C:13]=2[F:45])=[CH:17][CH:18]=1)[NH:24][C:25]([C:27]1[O:31][N:30]=[C:29]([C:32]2[CH:37]=[CH:36][CH:35]=[CH:34][C:33]=2[F:38])[CH:28]=1)=[O:26])=[O:53])[CH3:47]. The catalyst class is: 18.